Dataset: Reaction yield outcomes from USPTO patents with 853,638 reactions. Task: Predict the reaction yield, written as a fraction of the theoretical maximum amount of product (1.0 means a 100% yield; for example, 0.34 means a 34% yield). The reactants are Cl[C:2]1[CH:7]=[CH:6][C:5]([C:8]#[N:9])=[CH:4][N:3]=1.[CH2:10]([NH2:13])[CH2:11][NH2:12]. The catalyst is C(#N)C. The product is [NH2:12][CH2:11][CH2:10][NH:13][C:2]1[N:3]=[CH:4][C:5]([C:8]#[N:9])=[CH:6][CH:7]=1. The yield is 0.780.